From a dataset of Reaction yield outcomes from USPTO patents with 853,638 reactions. Predict the reaction yield, written as a fraction of the theoretical maximum amount of product (1.0 means a 100% yield; for example, 0.34 means a 34% yield). (1) The reactants are [N+:1]([C:4]1[CH:12]=[CH:11][C:7]([C:8]([NH2:10])=[O:9])=[CH:6][C:5]=1[C:13]([NH:15][C:16]1[CH:21]=[CH:20][C:19]([Cl:22])=[CH:18][CH:17]=1)=[O:14])([O-])=O.[H][H]. The catalyst is CO.[Pt]=O. The product is [NH2:1][C:4]1[CH:12]=[CH:11][C:7]([C:8]([NH2:10])=[O:9])=[CH:6][C:5]=1[C:13]([NH:15][C:16]1[CH:21]=[CH:20][C:19]([Cl:22])=[CH:18][CH:17]=1)=[O:14]. The yield is 0.990. (2) The reactants are [N:1]1([CH2:6][CH2:7][CH2:8][O:9][C:10]2[CH:15]=[CH:14][C:13]([C:16]3([C:22]#[N:23])[CH2:21][CH2:20][NH:19][CH2:18][CH2:17]3)=[CH:12][CH:11]=2)[CH2:5][CH2:4][CH2:3][CH2:2]1.Br[CH2:25][CH2:26][O:27][CH3:28].C(=O)(O)[O-].[Na+].[I-].[K+]. The catalyst is C(#N)C. The product is [CH3:28][O:27][CH2:26][CH2:25][N:19]1[CH2:18][CH2:17][C:16]([C:13]2[CH:14]=[CH:15][C:10]([O:9][CH2:8][CH2:7][CH2:6][N:1]3[CH2:5][CH2:4][CH2:3][CH2:2]3)=[CH:11][CH:12]=2)([C:22]#[N:23])[CH2:21][CH2:20]1. The yield is 0.610. (3) The product is [OH:1][B:2]1[C:6]2[CH:7]=[CH:8][C:9]([O:11][C:12]3[CH:19]=[C:18]([O:20][CH2:21][CH2:22][OH:23])[C:15]([C:16]#[N:17])=[CH:14][N:13]=3)=[CH:10][C:5]=2[CH2:4][O:3]1. The yield is 0.200. The catalyst is CO. The reactants are [OH:1][B:2]1[C:6]2[CH:7]=[CH:8][C:9]([O:11][C:12]3[CH:19]=[C:18]([O:20][CH2:21][CH2:22][O:23]C4CCCCO4)[C:15]([C:16]#[N:17])=[CH:14][N:13]=3)=[CH:10][C:5]=2[CH2:4][O:3]1.Cl.CCOCC. (4) The product is [CH3:22][C:23]1([CH3:39])[C:31]2[C:26](=[CH:27][CH:28]=[C:29]([N:32]3[C:36](=[O:37])[C:35](=[N:18][NH:2][C:3]4[C:4]([OH:17])=[C:5]([C:9]5[S:13][C:12]([C:14]([OH:16])=[O:15])=[CH:11][CH:10]=5)[CH:6]=[CH:7][CH:8]=4)[C:34]([CH3:38])=[N:33]3)[CH:30]=2)[CH2:25][CH2:24]1. The catalyst is Cl. The reactants are Br.[NH2:2][C:3]1[C:4]([OH:17])=[C:5]([C:9]2[S:13][C:12]([C:14]([OH:16])=[O:15])=[CH:11][CH:10]=2)[CH:6]=[CH:7][CH:8]=1.[N:18]([O-])=O.[Na+].[CH3:22][C:23]1([CH3:39])[C:31]2[C:26](=[CH:27][CH:28]=[C:29]([N:32]3[C:36](=[O:37])[CH2:35][C:34]([CH3:38])=[N:33]3)[CH:30]=2)[CH2:25][CH2:24]1.C(=O)(O)[O-].[Na+]. The yield is 0.159. (5) The reactants are Br[C:2]1[C:3]([Cl:12])=[N:4][C:5]([O:10][CH3:11])=[N:6][C:7]=1[O:8][CH3:9].C([Li])CCC.[CH3:18][C:19]([CH3:21])=[O:20]. The catalyst is C1COCC1. The product is [Cl:12][C:3]1[C:2]([C:19]([OH:20])([CH3:21])[CH3:18])=[C:7]([O:8][CH3:9])[N:6]=[C:5]([O:10][CH3:11])[N:4]=1. The yield is 0.550. (6) The reactants are [C:1]([C:3]1[CH:8]=[C:7]([NH2:9])[CH:6]=[CH:5][C:4]=1[N:10]([CH2:17][CH2:18][CH2:19][CH2:20][CH2:21][CH3:22])[CH2:11][CH2:12][CH2:13][CH2:14][CH2:15][CH3:16])#[N:2].[C:23]([CH:26]=[C:27]=[O:28])(=[O:25])[CH3:24]. The catalyst is CCOC(C)=O. The product is [C:1]([C:3]1[CH:8]=[C:7]([NH:9][C:27](=[O:28])[CH2:26][C:23](=[O:25])[CH3:24])[CH:6]=[CH:5][C:4]=1[N:10]([CH2:17][CH2:18][CH2:19][CH2:20][CH2:21][CH3:22])[CH2:11][CH2:12][CH2:13][CH2:14][CH2:15][CH3:16])#[N:2]. The yield is 0.740. (7) The reactants are [CH3:1][C:2]1[CH:11]=[CH:10][C:5]([C:6]([O:8]C)=[O:7])=[CH:4][C:3]=1[NH:12][C:13](=[O:28])[C:14]1[CH:19]=[CH:18][C:17]([O:20][CH2:21][C:22]2[CH:27]=[CH:26][CH:25]=[CH:24][N:23]=2)=[CH:16][CH:15]=1.[OH-].[Na+].Cl. The catalyst is CO.O. The product is [CH3:1][C:2]1[CH:11]=[CH:10][C:5]([C:6]([OH:8])=[O:7])=[CH:4][C:3]=1[NH:12][C:13](=[O:28])[C:14]1[CH:19]=[CH:18][C:17]([O:20][CH2:21][C:22]2[CH:27]=[CH:26][CH:25]=[CH:24][N:23]=2)=[CH:16][CH:15]=1. The yield is 0.990. (8) The reactants are C(NC(C)C)(C)C.C([Li])CCC.[CH3:13][O:14][C:15](=[O:22])[CH2:16][CH:17]1[CH2:21][CH2:20][CH2:19][CH2:18]1.[CH:23](OCC)=[O:24]. The catalyst is O1CCCC1. The product is [CH3:13][O:14][C:15](=[O:22])[CH:16]([CH:17]1[CH2:21][CH2:20][CH2:19][CH2:18]1)[CH:23]=[O:24]. The yield is 0.780. (9) The reactants are [NH2:1][C:2]1[CH:7]=[CH:6][C:5]([CH2:8][OH:9])=[CH:4][CH:3]=1.Cl[Si](C)(C)C.[Cl-].[CH3:16][CH2:17]CC[N+](CCCC)(CCCC)CCCC.[F-].[O:34]1[CH2:38][CH2:37][CH2:36][CH2:35]1.Cl.C[CH2:41][O:42][C:43]([CH3:45])=[O:44]. The catalyst is N1C=CC=CC=1.CN(C1C=CN=CC=1)C.O. The product is [OH:9][CH2:8][C:5]1[CH:6]=[CH:7][C:2]([NH:1][C:38](=[O:34])[CH2:37][CH2:36][CH2:35][CH2:16][CH2:17][CH2:45][C:43]([O:42][CH3:41])=[O:44])=[CH:3][CH:4]=1. The yield is 0.300.